This data is from Full USPTO retrosynthesis dataset with 1.9M reactions from patents (1976-2016). The task is: Predict the reactants needed to synthesize the given product. (1) Given the product [Cl:36][C:35]1[CH:34]=[CH:33][C:28]([C:29]([O:31][CH3:32])=[O:30])=[CH:27][C:26]=1[NH:25][C:9]([C:8]1[C:3]([CH2:1][CH3:2])=[N:4][C:5]([S:12][CH3:13])=[N:6][CH:7]=1)=[O:11], predict the reactants needed to synthesize it. The reactants are: [CH2:1]([C:3]1[C:8]([C:9]([OH:11])=O)=[CH:7][N:6]=[C:5]([S:12][CH3:13])[N:4]=1)[CH3:2].CN(C)C=O.C(Cl)(=O)C(Cl)=O.[NH2:25][C:26]1[CH:27]=[C:28]([CH:33]=[CH:34][C:35]=1[Cl:36])[C:29]([O:31][CH3:32])=[O:30]. (2) The reactants are: Cl.[C:2]([NH:6][OH:7])([CH3:5])([CH3:4])[CH3:3].[CH3:8][NH:9][C:10]1[C:15]2[CH2:16][CH2:17][CH2:18][O:19][C:14]=2[C:13]([CH:20]=O)=[C:12]([C:22](=[O:25])[NH:23][CH3:24])[N:11]=1. Given the product [C:2]([N+:6]([O-:7])=[CH:20][C:13]1[C:14]2[O:19][CH2:18][CH2:17][CH2:16][C:15]=2[C:10]([NH:9][CH3:8])=[N:11][C:12]=1[C:22](=[O:25])[NH:23][CH3:24])([CH3:5])([CH3:4])[CH3:3], predict the reactants needed to synthesize it. (3) The reactants are: O1[C:5]2([CH2:10][CH2:9][CH:8]([O:11][C:12]3[N:17]=[CH:16][CH:15]=[CH:14][N:13]=3)[CH2:7][CH2:6]2)[O:4]CC1.Cl. Given the product [N:13]1[CH:14]=[CH:15][CH:16]=[N:17][C:12]=1[O:11][CH:8]1[CH2:7][CH2:6][C:5](=[O:4])[CH2:10][CH2:9]1, predict the reactants needed to synthesize it. (4) Given the product [CH3:10][O:9][C:7]([C:6]1[CH:5]=[C:4]([Br:24])[C:3](=[O:2])[N:13]([CH2:14][CH:15]2[CH2:19][CH2:18][CH2:17][CH2:16]2)[C:11]=1[CH3:12])=[O:8], predict the reactants needed to synthesize it. The reactants are: C[O:2][C:3](=O)[CH:4]=[CH:5][C:6](=[C:11]([NH:13][CH2:14][CH:15]1[CH2:19][CH2:18][CH2:17][CH2:16]1)[CH3:12])[C:7]([O:9][CH3:10])=[O:8].C[O-].[Na+].[Br:24]N1C(=O)CCC1=O. (5) Given the product [Br:1][C:2]1[CH:3]=[CH:4][C:5]([C:8]([CH3:14])([CH3:13])[C:9]([OH:11])=[O:10])=[N:6][CH:7]=1, predict the reactants needed to synthesize it. The reactants are: [Br:1][C:2]1[CH:3]=[CH:4][C:5]([C:8]([CH3:14])([CH3:13])[C:9]([O:11]C)=[O:10])=[N:6][CH:7]=1.B(Br)(Br)Br. (6) Given the product [CH3:17][C:18]1[N:1]=[C:2]2[S:6][C:5]3[CH2:7][CH2:8][CH2:9][C:4]=3[C:3]2=[C:10]([C:12]2[S:13][CH:14]=[CH:15][CH:16]=2)[C:19]=1[C:20](=[O:22])[CH3:21], predict the reactants needed to synthesize it. The reactants are: [NH2:1][C:2]1[S:6][C:5]2[CH2:7][CH2:8][CH2:9][C:4]=2[C:3]=1[C:10]([C:12]1[S:13][CH:14]=[CH:15][CH:16]=1)=O.[CH3:17][C:18](=O)[CH2:19][C:20](=[O:22])[CH3:21]. (7) Given the product [S:1]1[C:5]2[CH:6]=[CH:7][CH:8]=[CH:9][C:4]=2[N:3]=[C:2]1[C:41]1[C:36]([NH:35][C@@H:31]2[CH2:30][C@H:29]([C:45]([O:47][CH3:48])=[O:46])[C@@H:28]([O:27][Si:10]([C:23]([CH3:24])([CH3:25])[CH3:26])([C:11]3[CH:12]=[CH:13][CH:14]=[CH:15][CH:16]=3)[C:17]3[CH:18]=[CH:19][CH:20]=[CH:21][CH:22]=3)[C@H:32]2[O:33][CH3:34])=[N:37][C:38]([S:43][CH3:44])=[N:39][CH:40]=1, predict the reactants needed to synthesize it. The reactants are: [S:1]1[C:5]2[CH:6]=[CH:7][CH:8]=[CH:9][C:4]=2[N:3]=[CH:2]1.[Si:10]([O:27][C@H:28]1[C@@H:32]([O:33][CH3:34])[C@H:31]([NH:35][C:36]2[C:41](I)=[CH:40][N:39]=[C:38]([S:43][CH3:44])[N:37]=2)[CH2:30][C@@H:29]1[C:45]([O:47][CH3:48])=[O:46])([C:23]([CH3:26])([CH3:25])[CH3:24])([C:17]1[CH:22]=[CH:21][CH:20]=[CH:19][CH:18]=1)[C:11]1[CH:16]=[CH:15][CH:14]=[CH:13][CH:12]=1. (8) The reactants are: [OH-].[Na+].[S:3]1[CH:7]=[CH:6][C:5]([CH:8]=O)=[CH:4]1.[CH:10](=[O:12])[CH3:11]. Given the product [S:3]1[CH:7]=[CH:6][C:5]([CH:8]=[CH:11][CH:10]=[O:12])=[CH:4]1, predict the reactants needed to synthesize it.